From a dataset of Forward reaction prediction with 1.9M reactions from USPTO patents (1976-2016). Predict the product of the given reaction. Given the reactants O[CH:2]([C:7]1[C:16]2[C:15](=[O:17])[N:14]([CH2:18][CH2:19][CH2:20][O:21][CH:22]3CCCC[O:23]3)[C:13](=[O:28])[N:12]([CH3:29])[C:11]=2[N:10]=[CH:9][C:8]=1[O:30][CH:31]([CH3:33])[CH3:32])[CH2:3][CH:4]([CH3:6])[CH3:5], predict the reaction product. The product is: [CH:22]([O:21][CH2:20][CH2:19][CH2:18][N:14]1[C:15](=[O:17])[C:16]2[C:7]([CH2:2][CH2:3][CH:4]([CH3:6])[CH3:5])=[C:8]([O:30][CH:31]([CH3:33])[CH3:32])[CH:9]=[N:10][C:11]=2[N:12]([CH3:29])[C:13]1=[O:28])=[O:23].